This data is from Catalyst prediction with 721,799 reactions and 888 catalyst types from USPTO. The task is: Predict which catalyst facilitates the given reaction. (1) The catalyst class is: 56. Reactant: [NH2:1][C:2]1[CH:7]=[CH:6][C:5]([Cl:8])=[CH:4][N:3]=1.C([Mg]Cl)C=C.C(OCC)C.[C:19]([C:23]1[CH:28]=[CH:27][C:26]([C:29]2[O:30][C:31](=[O:39])[C:32]3[CH:38]=[N:37][CH:36]=[CH:35][C:33]=3[N:34]=2)=[C:25]([O:40][CH:41]2[CH2:46][CH2:45][N:44]([C:47]([O:49][C:50]([CH3:53])([CH3:52])[CH3:51])=[O:48])[CH2:43][CH2:42]2)[CH:24]=1)([CH3:22])([CH3:21])[CH3:20]. Product: [C:19]([C:23]1[CH:28]=[CH:27][C:26]([C:29]([NH:34][C:33]2[CH:35]=[CH:36][N:37]=[CH:38][C:32]=2[C:31]([NH:1][C:2]2[CH:7]=[CH:6][C:5]([Cl:8])=[CH:4][N:3]=2)=[O:39])=[O:30])=[C:25]([O:40][CH:41]2[CH2:42][CH2:43][N:44]([C:47]([O:49][C:50]([CH3:53])([CH3:52])[CH3:51])=[O:48])[CH2:45][CH2:46]2)[CH:24]=1)([CH3:22])([CH3:20])[CH3:21]. (2) Reactant: [OH:1][C:2]1[CH:7]=[CH:6][C:5]([CH2:8][CH2:9][CH:10]([CH2:15][CH2:16][CH2:17][C:18]2[CH:23]=[CH:22][CH:21]=[CH:20][CH:19]=2)[C:11]([O:13][CH3:14])=[O:12])=[CH:4][CH:3]=1.N1C=CC=CC=1.[CH3:30][O:31][C:32]1[CH:37]=[CH:36][C:35](B(O)O)=[CH:34][CH:33]=1.O. Product: [CH3:30][O:31][C:32]1[CH:37]=[CH:36][C:35]([O:1][C:2]2[CH:3]=[CH:4][C:5]([CH2:8][CH2:9][CH:10]([CH2:15][CH2:16][CH2:17][C:18]3[CH:19]=[CH:20][CH:21]=[CH:22][CH:23]=3)[C:11]([O:13][CH3:14])=[O:12])=[CH:6][CH:7]=2)=[CH:34][CH:33]=1. The catalyst class is: 749. (3) Reactant: Cl[C:2]1[CH:3]=[C:4]([CH:28]=[CH:29][N:30]=1)[C:5]([NH:7][C:8]1[CH:9]=[C:10]([C:15]2[CH:20]=[CH:19][C:18]([C:21]([NH:23][CH2:24][CH:25]3[CH2:27][CH2:26]3)=[O:22])=[CH:17][CH:16]=2)[C:11]([CH3:14])=[CH:12][CH:13]=1)=[O:6].[CH3:31][NH:32][CH3:33]. Product: [CH:25]1([CH2:24][NH:23][C:21]([C:18]2[CH:19]=[CH:20][C:15]([C:10]3[C:11]([CH3:14])=[CH:12][CH:13]=[C:8]([NH:7][C:5](=[O:6])[C:4]4[CH:28]=[CH:29][N:30]=[C:2]([N:32]([CH3:33])[CH3:31])[CH:3]=4)[CH:9]=3)=[CH:16][CH:17]=2)=[O:22])[CH2:27][CH2:26]1. The catalyst class is: 3. (4) Reactant: [O:1]([C:8]1[CH:13]=[CH:12][C:11]([CH2:14][C:15]([OH:17])=O)=[CH:10][CH:9]=1)[C:2]1[CH:7]=[CH:6][CH:5]=[CH:4][CH:3]=1.[CH2:18](Cl)CCl.C1C=CC2N(O)N=NC=2C=1.CCN(CC)CC.[CH3:39][NH:40][C:41](=[O:55])[CH2:42][N:43]([CH3:54])[C:44]1[C:52]2[C:47](=[CH:48][CH:49]=[C:50]([NH2:53])[CH:51]=2)[NH:46][N:45]=1. Product: [CH3:39][NH:40][C:41](=[O:55])[CH2:42][N:43]([CH3:54])[C:44]1[C:52]2[C:47](=[CH:48][CH:49]=[C:50]([NH:53][C:15](=[O:17])[CH2:14][C:11]3[CH:10]=[CH:9][C:8]([O:1][CH2:2][C:7]4[CH:6]=[CH:5][CH:4]=[CH:3][CH:18]=4)=[CH:13][CH:12]=3)[CH:51]=2)[NH:46][N:45]=1. The catalyst class is: 39. (5) Reactant: [NH2:1][C:2]1[C:9]([N+:10]([O-])=O)=[CH:8][C:5]([C:6]#[N:7])=[C:4]([O:13][CH3:14])[CH:3]=1.[Sn](Cl)Cl.O.C(=O)(O)[O-].[Na+]. Product: [NH2:1][C:2]1[C:9]([NH2:10])=[CH:8][C:5]([C:6]#[N:7])=[C:4]([O:13][CH3:14])[CH:3]=1. The catalyst class is: 8. (6) Reactant: [CH3:1][O-:2].[Na+].Br[C:5]1[C:6]([I:14])=[C:7]([CH:11]=[CH:12][N:13]=1)[C:8]([OH:10])=[O:9].Cl. Product: [I:14][C:6]1[C:5]([O:2][CH3:1])=[N:13][CH:12]=[CH:11][C:7]=1[C:8]([OH:10])=[O:9]. The catalyst class is: 5. (7) Reactant: [C:1]1([C:7]2[N:12]=[C:11]([O:13][C:14]3[C:19]([CH3:20])=[CH:18][C:17]([CH3:21])=[CH:16][C:15]=3[CH3:22])[C:10]([C:23]([O:25]C)=[O:24])=[CH:9][CH:8]=2)[CH:6]=[CH:5][CH:4]=[CH:3][CH:2]=1.C1COCC1.[OH-].[Na+].Cl. Product: [C:1]1([C:7]2[N:12]=[C:11]([O:13][C:14]3[C:15]([CH3:22])=[CH:16][C:17]([CH3:21])=[CH:18][C:19]=3[CH3:20])[C:10]([C:23]([OH:25])=[O:24])=[CH:9][CH:8]=2)[CH:6]=[CH:5][CH:4]=[CH:3][CH:2]=1. The catalyst class is: 5. (8) Reactant: [CH:1]([C:3]1[C:12]2[C:7](=[CH:8][CH:9]=[CH:10][CH:11]=2)[C:6]([O:13][CH2:14][CH2:15][CH2:16][CH2:17][CH2:18][CH:19]([C:23]([OH:25])=[O:24])[C:20]([OH:22])=[O:21])=[CH:5][CH:4]=1)=O.[S:26]1[CH2:30][C:29](=[O:31])[NH:28][C:27]1=[O:32].N1CCCCC1. Product: [S:26]1[C:30](=[CH:1][C:3]2[C:12]3[C:7](=[CH:8][CH:9]=[CH:10][CH:11]=3)[C:6]([O:13][CH2:14][CH2:15][CH2:16][CH2:17][CH2:18][CH:19]([C:20]([OH:22])=[O:21])[C:23]([OH:25])=[O:24])=[CH:5][CH:4]=2)[C:29](=[O:31])[NH:28][C:27]1=[O:32]. The catalyst class is: 15. (9) Reactant: [CH2:1]([O:8][N:9]([CH2:12][C@@H:13]([O:44][CH2:45][C:46]1[CH:51]=[CH:50][CH:49]=[CH:48][CH:47]=1)[C@H:14]([O:36][CH2:37][C:38]1[CH:43]=[CH:42][CH:41]=[CH:40][CH:39]=1)[C@H:15]([O:28][CH2:29][C:30]1[CH:35]=[CH:34][CH:33]=[CH:32][CH:31]=1)[CH2:16][O:17][Si](C(C)C)(C(C)C)C(C)C)[CH:10]=[O:11])[C:2]1[CH:7]=[CH:6][CH:5]=[CH:4][CH:3]=1.CCCC[N+](CCCC)(CCCC)CCCC.[F-]. Product: [CH2:1]([O:8][N:9]([CH2:12][C@@H:13]([O:44][CH2:45][C:46]1[CH:47]=[CH:48][CH:49]=[CH:50][CH:51]=1)[C@H:14]([O:36][CH2:37][C:38]1[CH:43]=[CH:42][CH:41]=[CH:40][CH:39]=1)[C@H:15]([O:28][CH2:29][C:30]1[CH:31]=[CH:32][CH:33]=[CH:34][CH:35]=1)[CH2:16][OH:17])[CH:10]=[O:11])[C:2]1[CH:7]=[CH:6][CH:5]=[CH:4][CH:3]=1. The catalyst class is: 20. (10) Reactant: [Cl:1][C:2]1[C:3]([F:40])=[C:4]([C@@H:8]2[C@:12]([C:15]3[CH:20]=[CH:19][C:18]([Cl:21])=[CH:17][C:16]=3[F:22])([C:13]#[N:14])[C@H:11]([CH2:23][C:24]([CH3:27])([CH3:26])[CH3:25])[NH:10][C@H:9]2[C:28]([NH:30][C:31]2[CH:39]=[CH:38][C:34]([C:35]([OH:37])=O)=[CH:33][N:32]=2)=[O:29])[CH:5]=[CH:6][CH:7]=1.[NH2:41][C:42]([CH3:46])([CH3:45])[CH2:43][OH:44].CN(C(ON1N=NC2C=CC=NC1=2)=[N+](C)C)C.F[P-](F)(F)(F)(F)F.CCN(C(C)C)C(C)C. Product: [Cl:1][C:2]1[C:3]([F:40])=[C:4]([C@@H:8]2[C@:12]([C:15]3[CH:20]=[CH:19][C:18]([Cl:21])=[CH:17][C:16]=3[F:22])([C:13]#[N:14])[C@H:11]([CH2:23][C:24]([CH3:26])([CH3:27])[CH3:25])[NH:10][C@H:9]2[C:28]([NH:30][C:31]2[CH:39]=[CH:38][C:34]([C:35]([NH:41][C:42]([CH3:46])([CH3:45])[CH2:43][OH:44])=[O:37])=[CH:33][N:32]=2)=[O:29])[CH:5]=[CH:6][CH:7]=1. The catalyst class is: 2.